This data is from Catalyst prediction with 721,799 reactions and 888 catalyst types from USPTO. The task is: Predict which catalyst facilitates the given reaction. (1) Reactant: [CH:1]([C:3]1[CH:11]=[CH:10][C:6]([C:7]([OH:9])=[O:8])=[CH:5][CH:4]=1)=O.[CH2:12]([NH:19][CH2:20][C:21]1[CH:26]=[CH:25][CH:24]=[CH:23][CH:22]=1)[C:13]1[CH:18]=[CH:17][CH:16]=[CH:15][CH:14]=1.C(O[BH-](OC(=O)C)OC(=O)C)(=O)C.[Na+]. Product: [CH2:20]([N:19]([CH2:1][C:3]1[CH:11]=[CH:10][C:6]([C:7]([OH:9])=[O:8])=[CH:5][CH:4]=1)[CH2:12][C:13]1[CH:18]=[CH:17][CH:16]=[CH:15][CH:14]=1)[C:21]1[CH:26]=[CH:25][CH:24]=[CH:23][CH:22]=1. The catalyst class is: 478. (2) Reactant: [O:1]=[C:2]1[NH:6][C:5]([C:7]([O:9][CH2:10][CH3:11])=[O:8])=[C:4]([C:12]2[CH:17]=[CH:16][CH:15]=[CH:14][CH:13]=2)[N:3]1[C:18]1[CH:23]=[CH:22][CH:21]=[CH:20][CH:19]=1.F[B-](F)(F)F.[CH3:29][O+](C)C.C(=O)(O)[O-].[Na+]. Product: [CH3:29][O:1][C:2]1[N:3]([C:18]2[CH:23]=[CH:22][CH:21]=[CH:20][CH:19]=2)[C:4]([C:12]2[CH:17]=[CH:16][CH:15]=[CH:14][CH:13]=2)=[C:5]([C:7]([O:9][CH2:10][CH3:11])=[O:8])[N:6]=1. The catalyst class is: 4. (3) Reactant: [Cl:1][C:2]1[CH:3]=[C:4]2[C:9](=[CH:10][CH:11]=1)[NH:8][CH:7]([C:12](O)=[O:13])[CH2:6][CH2:5]2.S(C)C.CO.Cl. Product: [Cl:1][C:2]1[CH:3]=[C:4]2[C:9](=[CH:10][CH:11]=1)[NH:8][CH:7]([CH2:12][OH:13])[CH2:6][CH2:5]2. The catalyst class is: 1. (4) Reactant: [N:1]1([CH2:7][CH2:8][O:9][C:10]2[CH:30]=[CH:29][C:13]3[N:14]4[CH:19]=[C:18]([C:20]5[CH:25]=[CH:24][C:23]([N+:26]([O-])=O)=[CH:22][CH:21]=5)[N:17]=[C:15]4[S:16][C:12]=3[CH:11]=2)[CH2:6][CH2:5][O:4][CH2:3][CH2:2]1.[Cl-].[NH4+]. Product: [N:1]1([CH2:7][CH2:8][O:9][C:10]2[CH:30]=[CH:29][C:13]3[N:14]4[CH:19]=[C:18]([C:20]5[CH:25]=[CH:24][C:23]([NH2:26])=[CH:22][CH:21]=5)[N:17]=[C:15]4[S:16][C:12]=3[CH:11]=2)[CH2:2][CH2:3][O:4][CH2:5][CH2:6]1. The catalyst class is: 186. (5) Reactant: [CH3:1][P:2](=[O:9])([O:6][CH2:7][CH3:8])[O:3][CH2:4][CH3:5].C([Li])CCC.[CH3:15][Si:16]([CH3:26])([CH3:25])[C:17]1[CH:18]=[C:19]([CH:22]=[CH:23][CH:24]=1)[CH2:20]Br. Product: [CH3:15][Si:16]([CH3:25])([CH3:26])[C:17]1[CH:18]=[C:19]([CH2:20][CH2:1][P:2](=[O:9])([O:6][CH2:7][CH3:8])[O:3][CH2:4][CH3:5])[CH:22]=[CH:23][CH:24]=1. The catalyst class is: 1. (6) Reactant: C(=O)([O-])[O-].[Na+].[Na+].Cl.[CH2:8]1[C:16]2[C:11](=[CH:12][C:13]([NH:17][C:18]3[C:27]4[C:22](=[C:23](I)[C:24]([CH3:28])=[CH:25][CH:26]=4)[N:21]=[CH:20][N:19]=3)=[CH:14][CH:15]=2)[CH2:10][CH2:9]1.[CH3:30][NH:31][C:32]1[N:41]=[CH:40][C:39]2[C:34](=[CH:35][CH:36]=[C:37](B3OC(C)(C)C(C)(C)O3)[CH:38]=2)[N:33]=1. Product: [CH2:8]1[C:16]2[C:11](=[CH:12][C:13]([NH:17][C:18]3[C:27]4[C:22](=[C:23]([C:37]5[CH:38]=[C:39]6[C:34](=[CH:35][CH:36]=5)[N:33]=[C:32]([NH:31][CH3:30])[N:41]=[CH:40]6)[C:24]([CH3:28])=[CH:25][CH:26]=4)[N:21]=[CH:20][N:19]=3)=[CH:14][CH:15]=2)[CH2:10][CH2:9]1. The catalyst class is: 12. (7) Reactant: C([Si]([S:11][Si:12]([CH:19]([CH3:21])[CH3:20])([CH:16]([CH3:18])[CH3:17])[CH:13]([CH3:15])[CH3:14])(C(C)C)C(C)C)(C)C.[H-].[Na+].[C:24]([C:26]1([CH2:49][CH:50]2[CH2:52][CH2:51]2)[CH2:31][CH2:30][C:29](OS(C(F)(F)C(F)(F)C(F)(F)C(F)(F)F)(=O)=O)=[CH:28][CH2:27]1)#[N:25]. Product: [CH:50]1([CH2:49][C:26]2([C:24]#[N:25])[CH2:31][CH2:30][C:29]([S:11][Si:12]([CH:13]([CH3:14])[CH3:15])([CH:16]([CH3:17])[CH3:18])[CH:19]([CH3:20])[CH3:21])=[CH:28][CH2:27]2)[CH2:52][CH2:51]1. The catalyst class is: 207. (8) Reactant: [CH2:1]([O:3][C:4](=[O:29])[CH2:5][CH2:6][C:7]1[N:8]([C:19]2[CH:24]=[CH:23][C:22]([C:25](=[O:27])[NH2:26])=[CH:21][C:20]=2[CH3:28])[C:9]([C:12]2[CH:17]=[CH:16][C:15](O)=[CH:14][CH:13]=2)=[CH:10][CH:11]=1)[CH3:2].[C:30](=O)([O-])[O-:31].[K+].[K+].BrC[C:38]([O:40][CH3:41])=[O:39].[NH4+].[Cl-]. Product: [CH2:1]([O:3][C:4](=[O:29])[CH2:5][CH2:6][C:7]1[N:8]([C:19]2[CH:24]=[CH:23][C:22]([C:25](=[O:27])[NH2:26])=[CH:21][C:20]=2[CH3:28])[C:9]([C:12]2[CH:17]=[CH:16][C:15]([C:38]([O:40][CH3:41])=[O:39])=[CH:14][C:13]=2[O:31][CH3:30])=[CH:10][CH:11]=1)[CH3:2]. The catalyst class is: 9. (9) Reactant: [N+:1]([O-:4])(O)=[O:2].[CH3:5][C:6]1([CH3:16])[O:10][B:9]([OH:11])[C:8]2[CH:12]=[CH:13][CH:14]=[CH:15][C:7]1=2. Product: [CH3:5][C:6]1([CH3:16])[O:10][B:9]([OH:11])[C:8]2[CH:12]=[C:13]([N+:1]([O-:4])=[O:2])[CH:14]=[CH:15][C:7]1=2. The catalyst class is: 641.